This data is from Peptide-MHC class I binding affinity with 185,985 pairs from IEDB/IMGT. The task is: Regression. Given a peptide amino acid sequence and an MHC pseudo amino acid sequence, predict their binding affinity value. This is MHC class I binding data. (1) The peptide sequence is EKDSNHNVL. The MHC is HLA-A24:03 with pseudo-sequence HLA-A24:03. The binding affinity (normalized) is 0.0847. (2) The peptide sequence is SHSIPNGLL. The MHC is HLA-A69:01 with pseudo-sequence HLA-A69:01. The binding affinity (normalized) is 0.0847. (3) The peptide sequence is MLQGKKASVY. The MHC is HLA-A03:01 with pseudo-sequence HLA-A03:01. The binding affinity (normalized) is 0.323. (4) The peptide sequence is CEEMLDNRAT. The MHC is HLA-B44:03 with pseudo-sequence HLA-B44:03. The binding affinity (normalized) is 0.146. (5) The MHC is HLA-A23:01 with pseudo-sequence HLA-A23:01. The peptide sequence is LSGLDSLDSY. The binding affinity (normalized) is 0.